This data is from Catalyst prediction with 721,799 reactions and 888 catalyst types from USPTO. The task is: Predict which catalyst facilitates the given reaction. (1) Reactant: [O:1]=[S:2]1(=[O:28])[C:7]2[CH:8]=[CH:9][CH:10]=[CH:11][C:6]=2[NH:5][C:4]([C:12]2[C:17](=[O:18])[N:16]([N:19]=CC(C)C)[C:15]3[CH:24]=[CH:25][S:26][C:14]=3[C:13]=2[OH:27])=[N:3]1.CO.[BH4-].[Li+].Cl. Product: [O:1]=[S:2]1(=[O:28])[C:7]2[CH:8]=[CH:9][CH:10]=[CH:11][C:6]=2[NH:5][C:4]([C:12]2[C:17](=[O:18])[N:16]([NH:19][CH2:14][CH2:13][CH:12]([CH3:17])[CH3:4])[C:15]3[CH:24]=[CH:25][S:26][C:14]=3[C:13]=2[OH:27])=[N:3]1. The catalyst class is: 30. (2) Reactant: [CH2:1]([O:9][C:10]1[CH:15]=[CH:14][C:13]([CH:16]2[O:21][CH2:20][CH2:19][N:18]([CH2:22][CH2:23][O:24][P:25](=[O:36])([O:31]C(C)(C)C)[O:26]C(C)(C)C)[CH2:17]2)=[CH:12][CH:11]=1)[CH2:2][CH2:3][CH2:4][CH2:5][CH2:6][CH2:7][CH3:8].[C:37]([OH:43])([C:39]([F:42])([F:41])[F:40])=[O:38]. Product: [F:40][C:39]([F:42])([F:41])[C:37]([OH:43])=[O:38].[CH2:1]([O:9][C:10]1[CH:11]=[CH:12][C:13]([CH:16]2[O:21][CH2:20][CH2:19][N:18]([CH2:22][CH2:23][O:24][P:25](=[O:26])([OH:36])[OH:31])[CH2:17]2)=[CH:14][CH:15]=1)[CH2:2][CH2:3][CH2:4][CH2:5][CH2:6][CH2:7][CH3:8]. The catalyst class is: 2. (3) Reactant: C[O:2][C:3]1[CH:4]=[CH:5][C:6]2[O:10][C:9]([C:11]3[CH:12]=[CH:13][C:14]([N:17]([CH3:19])[CH3:18])=[N:15][CH:16]=3)=[N:8][C:7]=2[CH:20]=1.B(Br)(Br)Br.C([O-])(O)=O.[Na+]. Product: [CH3:18][N:17]([CH3:19])[C:14]1[N:15]=[CH:16][C:11]([C:9]2[O:10][C:6]3[CH:5]=[CH:4][C:3]([OH:2])=[CH:20][C:7]=3[N:8]=2)=[CH:12][CH:13]=1. The catalyst class is: 4. (4) Reactant: [CH3:1][N:2]1[C:6]([C:7]2[CH:12]=[CH:11][CH:10]=[CH:9][CH:8]=2)=[C:5]([CH:13]=[O:14])[C:4](=[O:15])[N:3]1[CH3:16].CC(=CC)C.Cl([O-])=[O:23].[Na+].P([O-])([O-])[O-].[K+].[K+].[K+]. Product: [CH3:1][N:2]1[C:6]([C:7]2[CH:12]=[CH:11][CH:10]=[CH:9][CH:8]=2)=[C:5]([C:13]([OH:23])=[O:14])[C:4](=[O:15])[N:3]1[CH3:16]. The catalyst class is: 371. (5) Reactant: [CH3:1][O:2][C:3]1[CH:12]=[C:11]2[C:6]([CH:7]=[CH:8][CH:9]=[C:10]2[CH2:13][CH2:14][NH:15][C:16](=[O:18])[CH3:17])=[CH:5][CH:4]=1.[C:19]([OH:31])(=[O:30])[CH2:20][C:21]([CH2:26][C:27]([OH:29])=[O:28])([C:23]([OH:25])=[O:24])[OH:22]. Product: [C:19]([OH:31])(=[O:30])[CH2:20][C:21]([CH2:26][C:27]([OH:29])=[O:28])([C:23]([OH:25])=[O:24])[OH:22].[CH3:1][O:2][C:3]1[CH:12]=[C:11]2[C:6]([CH:7]=[CH:8][CH:9]=[C:10]2[CH2:13][CH2:14][NH:15][C:16](=[O:18])[CH3:17])=[CH:5][CH:4]=1. The catalyst class is: 21. (6) Reactant: [F:1][C:2]1[CH:10]=[C:9]2[C:5]([C:6]([C:11]3[CH:12]=[N:13][N:14]([CH:16]4[CH2:21][CH2:20][C:19](=[O:22])[CH2:18][CH2:17]4)[CH:15]=3)=[CH:7][NH:8]2)=[CH:4][CH:3]=1.[BH4-].[Na+]. Product: [F:1][C:2]1[CH:10]=[C:9]2[C:5]([C:6]([C:11]3[CH:12]=[N:13][N:14]([C@@H:16]4[CH2:17][CH2:18][C@H:19]([OH:22])[CH2:20][CH2:21]4)[CH:15]=3)=[CH:7][NH:8]2)=[CH:4][CH:3]=1. The catalyst class is: 5. (7) Reactant: [NH2:1][C:2]1[C:6]([C:7]([O:9]CC)=O)=[CH:5][N:4]([CH2:12][C:13]2[CH:18]=[CH:17][C:16]([O:19][CH3:20])=[CH:15][CH:14]=2)[N:3]=1.C[Al](C)C.Cl.[CH3:26][NH:27][O:28][CH3:29]. Product: [NH2:1][C:2]1[C:6]([C:7]([N:27]([O:28][CH3:29])[CH3:26])=[O:9])=[CH:5][N:4]([CH2:12][C:13]2[CH:14]=[CH:15][C:16]([O:19][CH3:20])=[CH:17][CH:18]=2)[N:3]=1. The catalyst class is: 2. (8) Reactant: [NH:1]([CH2:6][C:7]([OH:9])=[O:8])[CH2:2][C:3]([OH:5])=[O:4].C(=O)([O-])O.[Na+].C1COCC1.[O:20](C(OC(C)(C)C)=O)[C:21]([O:23][C:24]([CH3:27])([CH3:26])[CH3:25])=O. Product: [C:24]([O:23][C:21]([N:1]([CH2:6][C:7]([OH:9])=[O:8])[CH2:2][C:3]([OH:5])=[O:4])=[O:20])([CH3:27])([CH3:26])[CH3:25]. The catalyst class is: 6. (9) Reactant: Cl[C:2]1[CH:3]=[N:4][C:5]2[C:10]([N:11]=1)=[CH:9][C:8]([C:12]([C:14]1[C:15]([F:35])=[C:16]([N:22](S(CCC)(=O)=O)[S:23]([CH2:26][CH2:27][CH3:28])(=[O:25])=[O:24])[CH:17]=[C:18]([F:21])[C:19]=1[F:20])=[O:13])=[CH:7][CH:6]=2.[CH3:36][C:37]1[NH:38][CH:39]=[CH:40][N:41]=1.C([O-])([O-])=O.[Cs+].[Cs+]. Product: [F:35][C:15]1[C:14]([C:12]([C:8]2[CH:9]=[C:10]3[C:5](=[CH:6][CH:7]=2)[N:4]=[CH:3][C:2]([N:38]2[CH:39]=[CH:40][N:41]=[C:37]2[CH3:36])=[N:11]3)=[O:13])=[C:19]([F:20])[C:18]([F:21])=[CH:17][C:16]=1[NH:22][S:23]([CH2:26][CH2:27][CH3:28])(=[O:24])=[O:25]. The catalyst class is: 3.